Dataset: Buchwald-Hartwig C-N cross coupling reaction yields with 55,370 reactions. Task: Predict the reaction yield, written as a fraction of the theoretical maximum amount of product (1.0 means a 100% yield; for example, 0.34 means a 34% yield). (1) The reactants are COc1ccc(Cl)cc1.Cc1ccc(N)cc1.O=S(=O)(O[Pd]1c2ccccc2-c2ccccc2N~1)C(F)(F)F.COc1ccc(OC)c(P(C(C)(C)C)C(C)(C)C)c1-c1c(C(C)C)cc(C(C)C)cc1C(C)C.CN(C)C(=NC(C)(C)C)N(C)C.Cc1ccno1. No catalyst specified. The product is COc1ccc(Nc2ccc(C)cc2)cc1. The yield is 0. (2) The reactants are COc1ccc(Cl)cc1.Cc1ccc(N)cc1.O=S(=O)(O[Pd]1c2ccccc2-c2ccccc2N~1)C(F)(F)F.COc1ccc(OC)c(P(C(C)(C)C)C(C)(C)C)c1-c1c(C(C)C)cc(C(C)C)cc1C(C)C.CN1CCCN2CCCN=C12.CCOC(=O)c1cc(OC)no1. No catalyst specified. The product is COc1ccc(Nc2ccc(C)cc2)cc1. The yield is 0. (3) The reactants are FC(F)(F)c1ccc(I)cc1.Cc1ccc(N)cc1.O=S(=O)(O[Pd]1c2ccccc2-c2ccccc2N~1)C(F)(F)F.COc1ccc(OC)c(P([C@]23C[C@H]4C[C@H](C[C@H](C4)C2)C3)[C@]23C[C@H]4C[C@H](C[C@H](C4)C2)C3)c1-c1c(C(C)C)cc(C(C)C)cc1C(C)C.CN(C)C(=NC(C)(C)C)N(C)C.c1ccc2oncc2c1. No catalyst specified. The product is Cc1ccc(Nc2ccc(C(F)(F)F)cc2)cc1. The yield is 0.308. (4) The reactants are FC(F)(F)c1ccc(Cl)cc1.Cc1ccc(N)cc1.O=S(=O)(O[Pd]1c2ccccc2-c2ccccc2N~1)C(F)(F)F.COc1ccc(OC)c(P(C(C)(C)C)C(C)(C)C)c1-c1c(C(C)C)cc(C(C)C)cc1C(C)C.CN1CCCN2CCCN=C12.CCOC(=O)c1ccon1. No catalyst specified. The product is Cc1ccc(Nc2ccc(C(F)(F)F)cc2)cc1. The yield is 0.174. (5) The reactants are CCc1ccc(Cl)cc1.Cc1ccc(N)cc1.O=S(=O)(O[Pd]1c2ccccc2-c2ccccc2N~1)C(F)(F)F.COc1ccc(OC)c(P([C@]23C[C@H]4C[C@H](C[C@H](C4)C2)C3)[C@]23C[C@H]4C[C@H](C[C@H](C4)C2)C3)c1-c1c(C(C)C)cc(C(C)C)cc1C(C)C.CCN=P(N=P(N(C)C)(N(C)C)N(C)C)(N(C)C)N(C)C.COC(=O)c1cc(-c2cccs2)on1. No catalyst specified. The product is CCc1ccc(Nc2ccc(C)cc2)cc1. The yield is 0.